Dataset: Full USPTO retrosynthesis dataset with 1.9M reactions from patents (1976-2016). Task: Predict the reactants needed to synthesize the given product. Given the product [F:35][C:33]([F:34])([F:36])[C:32]([NH:31][CH2:30][CH2:29][O:28][CH2:27][C:26]#[C:25][CH2:24][C:22]1[C:20](=[O:21])[NH:19][C:17](=[O:18])[N:16]([CH:23]=1)[C@@H:14]1[O:15][C@H:11]([CH2:10][OH:9])[CH2:12][CH2:13]1)=[O:37], predict the reactants needed to synthesize it. The reactants are: [Si](O[O:9][CH2:10][C@H:11]1[O:15][C@@H:14]([N:16]2[CH:23]=[C:22]([CH2:24][C:25]#[C:26][CH2:27][O:28][CH2:29][CH2:30][NH:31][C:32](=[O:37])[C:33]([F:36])([F:35])[F:34])[C:20](=[O:21])[NH:19][C:17]2=[O:18])[CH2:13][CH2:12]1)(C(C)(C)C)(C)C.[F-].C([N+](CCCC)(CCCC)CCCC)CCC.